This data is from Forward reaction prediction with 1.9M reactions from USPTO patents (1976-2016). The task is: Predict the product of the given reaction. (1) Given the reactants [CH2:1]([C:3]1[N:11]=[C:10]([O:12][CH3:13])[C:9]([NH:14][C:15]([N:17]2[CH2:22][CH2:21][N:20]([C:23]3[CH:28]=[C:27]([Cl:29])[CH:26]=[C:25]([Cl:30])[CH:24]=3)[CH2:19][CH2:18]2)=[O:16])=[CH:8][C:4]=1[C:5](O)=[O:6])[CH3:2].[CH:31]1[C:44]2[C:35](=[N:36][C:37]3[C:42]([C:43]=2[NH:45][C:46]2[CH:47]=[C:48]([NH:54][C:55](=[O:59])[CH:56]([NH2:58])[CH3:57])[CH:49]=[C:50]([CH2:52][OH:53])[CH:51]=2)=[CH:41][CH:40]=[CH:39][CH:38]=3)[CH:34]=[CH:33][CH:32]=1, predict the reaction product. The product is: [CH:41]1[C:42]2[C:37](=[N:36][C:35]3[C:44]([C:43]=2[NH:45][C:46]2[CH:47]=[C:48]([NH:54][C:55]([CH:56]([NH:58][C:5]([C:4]4[CH:8]=[C:9]([NH:14][C:15]([N:17]5[CH2:22][CH2:21][N:20]([C:23]6[CH:24]=[C:25]([Cl:30])[CH:26]=[C:27]([Cl:29])[CH:28]=6)[CH2:19][CH2:18]5)=[O:16])[C:10]([O:12][CH3:13])=[N:11][C:3]=4[CH2:1][CH3:2])=[O:6])[CH3:57])=[O:59])[CH:49]=[C:50]([CH2:52][OH:53])[CH:51]=2)=[CH:31][CH:32]=[CH:33][CH:34]=3)[CH:38]=[CH:39][CH:40]=1. (2) Given the reactants C(NC(C)C)(C)C.[Br:8][C:9]1[CH:14]=[CH:13][N:12]=[C:11]2[N:15]([S:18]([C:21]3[CH:26]=[CH:25][C:24]([CH3:27])=[CH:23][CH:22]=3)(=[O:20])=[O:19])[CH:16]=[CH:17][C:10]=12.[I:28]I, predict the reaction product. The product is: [Br:8][C:9]1[CH:14]=[CH:13][N:12]=[C:11]2[N:15]([S:18]([C:21]3[CH:26]=[CH:25][C:24]([CH3:27])=[CH:23][CH:22]=3)(=[O:20])=[O:19])[C:16]([I:28])=[CH:17][C:10]=12. (3) The product is: [CH2:1]([C:3]1[NH:4][C:5]([C:9]2[CH:14]=[C:13]([N:19]3[CH2:24][CH2:23][CH2:22][CH2:21][CH2:20]3)[CH:12]=[CH:11][C:10]=2[N+:16]([O-:18])=[O:17])=[C:6]([CH3:8])[N:7]=1)[CH3:2]. Given the reactants [CH2:1]([C:3]1[NH:4][C:5]([C:9]2[CH:14]=[C:13](F)[CH:12]=[CH:11][C:10]=2[N+:16]([O-:18])=[O:17])=[C:6]([CH3:8])[N:7]=1)[CH3:2].[NH:19]1[CH2:24][CH2:23][CH2:22][CH2:21][CH2:20]1, predict the reaction product. (4) Given the reactants I[C:2]1C=CC=C[C:3]=1[O:8][CH3:9].[C:10]([C:12]1[CH:21]=[CH:20][C:15]([C:16]([O:18][CH3:19])=[O:17])=[CH:14][CH:13]=1)#[CH:11].C(N(C(C)C)CC)(C)C.[CH2:31]1[CH2:35]O[CH2:33][CH2:32]1, predict the reaction product. The product is: [CH3:9][O:8][C:3]#[C:2][C:11]1[CH:33]=[CH:32][CH:31]=[CH:35][C:10]=1[C:12]1[CH:21]=[CH:20][C:15]([C:16]([O:18][CH3:19])=[O:17])=[CH:14][CH:13]=1. (5) Given the reactants [CH3:1][C:2]1[C:3]([CH:18]=[O:19])=[CH:4][C:5]2[C:6]([CH3:17])([CH3:16])[C@@H:7]([CH3:15])[C@H:8]([CH3:14])[C:9]([CH3:13])([CH3:12])[C:10]=2[CH:11]=1.[H-].[H-].[H-].[H-].[Li+].[Al+3], predict the reaction product. The product is: [CH3:1][C:2]1[C:3]([CH2:18][OH:19])=[CH:4][C:5]2[C:6]([CH3:17])([CH3:16])[C@@H:7]([CH3:15])[C@H:8]([CH3:14])[C:9]([CH3:12])([CH3:13])[C:10]=2[CH:11]=1. (6) Given the reactants CS([C:4]1[N:9]=[CH:8][C:7]2=[CH:10][CH:11]=[C:12]([C:13]3[CH:18]=[CH:17][CH:16]=[CH:15][C:14]=3[O:19][CH3:20])[N:6]2[N:5]=1)=O.CS(O)(=O)=O.[NH2:26][C:27]1[CH:28]=[C:29]2[C:33](=[CH:34][CH:35]=1)[NH:32][C:31](=[O:36])[CH2:30]2.COCC(O)C, predict the reaction product. The product is: [CH3:20][O:19][C:14]1[CH:15]=[CH:16][CH:17]=[CH:18][C:13]=1[C:12]1[N:6]2[C:7]([CH:8]=[N:9][C:4]([NH:26][C:27]3[CH:28]=[C:29]4[C:33](=[CH:34][CH:35]=3)[NH:32][C:31](=[O:36])[CH2:30]4)=[N:5]2)=[CH:10][CH:11]=1.